This data is from Forward reaction prediction with 1.9M reactions from USPTO patents (1976-2016). The task is: Predict the product of the given reaction. (1) Given the reactants [N+:1]([C:4]1[CH:18]=[CH:17][CH:16]=[CH:15][C:5]=1[NH:6][C:7]1[S:8][C:9]([CH3:14])=[CH:10][C:11]=1[C:12]#[N:13])([O-])=O, predict the reaction product. The product is: [NH2:1][C:4]1[CH:18]=[CH:17][CH:16]=[CH:15][C:5]=1[NH:6][C:7]1[S:8][C:9]([CH3:14])=[CH:10][C:11]=1[C:12]#[N:13]. (2) The product is: [F:14][C:15]1[CH:16]=[C:17]2[C:21](=[CH:22][CH:23]=1)[NH:20][C:19](=[O:24])/[C:18]/2=[CH:1]\[C:3]1[Se:7][C:6]([CH2:8][O:9][CH2:10][C:11]([OH:13])=[O:12])=[CH:5][CH:4]=1. Given the reactants [CH:1]([C:3]1[Se:7][C:6]([CH2:8][O:9][CH2:10][C:11]([OH:13])=[O:12])=[CH:5][CH:4]=1)=O.[F:14][C:15]1[CH:16]=[C:17]2[C:21](=[CH:22][CH:23]=1)[NH:20][C:19](=[O:24])[CH2:18]2.[Se]1C=CC=C1C=O, predict the reaction product. (3) The product is: [O:4]=[C:5]1[NH:9][C:8](=[O:10])[CH:7]([CH2:11][C:12]2[CH:13]=[CH:14][C:15]([O:21][CH3:22])=[C:16]([CH:20]=2)[C:17]([NH:36][CH2:35][C:34]2[CH:33]=[CH:32][C:31]([C:30]([F:29])([F:39])[F:40])=[CH:38][CH:37]=2)=[O:19])[S:6]1. Given the reactants ClCCl.[O:4]=[C:5]1[NH:9][C:8](=[O:10])[CH:7]([CH2:11][C:12]2[CH:13]=[CH:14][C:15]([O:21][CH3:22])=[C:16]([CH:20]=2)[C:17]([OH:19])=O)[S:6]1.C(Cl)(=O)OCC.[F:29][C:30]([F:40])([F:39])[C:31]1[CH:38]=[CH:37][C:34]([CH2:35][NH2:36])=[CH:33][CH:32]=1, predict the reaction product. (4) Given the reactants C([O:3][C:4]1[C:5](=O)[CH:6]([C:10](=O)[C:11]([O:13][CH2:14][CH3:15])=[O:12])[CH2:7][CH2:8][CH:9]=1)C.O.[NH2:19][NH2:20], predict the reaction product. The product is: [O:3]=[C:4]1[C:5]2[NH:20][N:19]=[C:10]([C:11]([O:13][CH2:14][CH3:15])=[O:12])[C:6]=2[CH2:7][CH2:8][CH2:9]1.